From a dataset of Retrosynthesis with 50K atom-mapped reactions and 10 reaction types from USPTO. Predict the reactants needed to synthesize the given product. Given the product Nc1ncnc(Oc2cccc(NC(=O)/C=C/CN3CCOCC3)c2)c1-c1ccc(Oc2ccccc2)cc1, predict the reactants needed to synthesize it. The reactants are: Nc1cccc(Oc2ncnc(N)c2-c2ccc(Oc3ccccc3)cc2)c1.O=C(O)/C=C/CN1CCOCC1.